Dataset: Full USPTO retrosynthesis dataset with 1.9M reactions from patents (1976-2016). Task: Predict the reactants needed to synthesize the given product. (1) Given the product [C:41]1([NH:47][C:48](=[O:49])[O:24][CH2:23][C:21]2[CH:22]=[C:17]([O:16][C:15]3[CH:28]=[CH:29][C:12]([C:3]([O:8][CH2:9][O:10][CH3:11])([C:4]([F:6])([F:5])[F:7])[C:2]([F:33])([F:34])[F:1])=[CH:13][C:14]=3[CH2:30][CH2:31][CH3:32])[CH:18]=[CH:19][C:20]=2[N+:25]([O-:27])=[O:26])[CH:46]=[CH:45][CH:44]=[CH:43][CH:42]=1, predict the reactants needed to synthesize it. The reactants are: [F:1][C:2]([F:34])([F:33])[C:3]([C:12]1[CH:29]=[CH:28][C:15]([O:16][C:17]2[CH:18]=[CH:19][C:20]([N+:25]([O-:27])=[O:26])=[C:21]([CH2:23][OH:24])[CH:22]=2)=[C:14]([CH2:30][CH2:31][CH3:32])[CH:13]=1)([O:8][CH2:9][O:10][CH3:11])[C:4]([F:7])([F:6])[F:5].N1C=CC=CC=1.[C:41]1([N:47]=[C:48]=[O:49])[CH:46]=[CH:45][CH:44]=[CH:43][CH:42]=1.Cl. (2) Given the product [F:25][C:22]1[CH:21]=[CH:20][C:19]([CH2:18][O:17][C:14]2[CH:13]=[CH:12][C:11]([C:7]3[C:6]([C:4]([OH:5])=[O:3])=[CH:10][O:9][N:8]=3)=[CH:16][CH:15]=2)=[CH:24][CH:23]=1, predict the reactants needed to synthesize it. The reactants are: C([O:3][C:4]([C:6]1[C:7]([C:11]2[CH:16]=[CH:15][C:14]([O:17][CH2:18][C:19]3[CH:24]=[CH:23][C:22]([F:25])=[CH:21][CH:20]=3)=[CH:13][CH:12]=2)=[N:8][O:9][CH:10]=1)=[O:5])C.[OH-].[Na+].Cl. (3) Given the product [O:9]1[CH2:8][CH2:7][CH:6]([C:25]2[CH:26]=[CH:27][C:22]([C:20]#[N:21])=[CH:23][CH:24]=2)[CH2:5][CH2:4]1, predict the reactants needed to synthesize it. The reactants are: Cl.N[C@@H]1[CH2:8][CH2:7][CH2:6][CH2:5][C@H:4]1[OH:9].C[Si](C)(C)[N-][Si](C)(C)C.[Na+].[C:20]([C:22]1[CH:27]=[CH:26][C:25](B(O)O)=[CH:24][CH:23]=1)#[N:21].IC1CCOCC1. (4) Given the product [Br:13][C:14]1[N:19]2[N:7]=[C:21]([NH2:23])[N:20]=[C:18]2[CH:17]=[C:16]([CH3:29])[CH:15]=1, predict the reactants needed to synthesize it. The reactants are: Cl.NO.C([N:7](C(C)C)CC)(C)C.[Br:13][C:14]1[N:19]=[C:18]([NH:20][C:21]([NH:23]C(OCC)=O)=S)[CH:17]=[C:16]([CH3:29])[CH:15]=1. (5) Given the product [CH2:24]([N:17]1[C:18]2[C:19](=[N:20][CH:21]=[CH:22][CH:23]=2)[C:15]([C:12]2[N:13]=[CH:14][C:9]([OH:8])=[CH:10][CH:11]=2)=[N:16]1)[CH3:25], predict the reactants needed to synthesize it. The reactants are: C([O:8][C:9]1[CH:10]=[CH:11][C:12]([C:15]2[C:19]3=[N:20][CH:21]=[CH:22][CH:23]=[C:18]3[N:17]([CH2:24][CH3:25])[N:16]=2)=[N:13][CH:14]=1)C1C=CC=CC=1. (6) Given the product [Cl:1][C:2]1[CH:3]=[C:4]2[C:8](=[CH:9][CH:10]=1)[N:7]([CH3:11])[C:6]([C:12]([NH:36][CH2:35][C:30]1[CH:29]=[C:28]([CH:33]=[C:32]([CH3:34])[CH:31]=1)[O:27][C:24]1[CH:25]=[CH:26][C:21]([CH2:20][CH2:19][C:18]([OH:38])=[O:17])=[C:22]([CH3:37])[CH:23]=1)=[O:14])=[C:5]2[CH3:15], predict the reactants needed to synthesize it. The reactants are: [Cl:1][C:2]1[CH:3]=[C:4]2[C:8](=[CH:9][CH:10]=1)[N:7]([CH3:11])[C:6]([C:12]([OH:14])=O)=[C:5]2[CH3:15].C[O:17][C:18](=[O:38])[CH2:19][CH2:20][C:21]1[CH:26]=[CH:25][C:24]([O:27][C:28]2[CH:33]=[C:32]([CH3:34])[CH:31]=[C:30]([CH2:35][NH2:36])[CH:29]=2)=[CH:23][C:22]=1[CH3:37]. (7) Given the product [Cl:12][C:5]1[C:4]([F:10])=[C:3]([CH2:1][CH3:2])[N:8]=[CH:7][N:6]=1, predict the reactants needed to synthesize it. The reactants are: [CH2:1]([C:3]1[N:8]=[CH:7][N:6]=[C:5](O)[C:4]=1[F:10])[CH3:2].C(Cl)[Cl:12].C(N(CC)CC)C.P(Cl)(Cl)(Cl)=O. (8) Given the product [CH:32]1([C:30]([C:24]2[CH:25]=[C:26]([CH3:29])[CH:27]=[CH:28][C:23]=2[NH:22][C:20](=[O:21])[NH:19][C:16]2[S:17][CH:18]=[C:14]([CH2:13][CH2:12][N:8]3[CH2:9][CH2:10][CH2:11][CH:6]([C:4]([OH:5])=[O:3])[CH2:7]3)[N:15]=2)=[O:31])[CH2:36][CH2:35][CH2:34][CH2:33]1, predict the reactants needed to synthesize it. The reactants are: C([O:3][C:4]([CH:6]1[CH2:11][CH2:10][CH2:9][N:8]([CH2:12][CH2:13][C:14]2[N:15]=[C:16]([NH:19][C:20]([NH:22][C:23]3[CH:28]=[CH:27][C:26]([CH3:29])=[CH:25][C:24]=3[C:30]([CH:32]3[CH2:36][CH2:35][CH2:34][CH2:33]3)=[O:31])=[O:21])[S:17][CH:18]=2)[CH2:7]1)=[O:5])C. (9) Given the product [CH3:24][O:23][C:21]1[CH:20]=[CH:19][C:15]2[N:16]=[C:17]([CH3:18])[C:12]3[N:13]([C:9]([C:4]4[S:29][CH:28]=[CH:27][C:3]=4[CH3:2])=[N:10][C:11]=3[CH3:25])[C:14]=2[N:22]=1, predict the reactants needed to synthesize it. The reactants are: Cl[C:2]1[CH:3]=[C:4]([C:9]2[N:13]3[C:14]4[N:22]=[C:21]([O:23][CH3:24])[CH:20]=[CH:19][C:15]=4[N:16]=[C:17]([CH3:18])[C:12]3=[C:11]([CH3:25])[N:10]=2)C=C(Cl)C=1.C[C:27]1C=C[S:29][C:28]=1B(O)O.C([O-])([O-])=O.[K+].[K+].